From a dataset of Forward reaction prediction with 1.9M reactions from USPTO patents (1976-2016). Predict the product of the given reaction. (1) The product is: [CH:22]1([NH:30][C:20]2[O:8][CH2:9][C:10]3[CH:15]=[C:14]([N+:16]([O-:18])=[O:17])[CH:13]=[CH:12][C:11]=3[N:19]=2)[CH2:29][CH2:28][CH2:27][CH2:26][CH2:25][CH2:24][CH2:23]1. Given the reactants C([Si]([O:8][CH2:9][C:10]1[CH:15]=[C:14]([N+:16]([O-:18])=[O:17])[CH:13]=[CH:12][C:11]=1[N:19]=[C:20]=S)(C)C)(C)(C)C.[CH:22]1([NH2:30])[CH2:29][CH2:28][CH2:27][CH2:26][CH2:25][CH2:24][CH2:23]1, predict the reaction product. (2) Given the reactants C([O:8][C:9]1[CH:24]=[CH:23][C:22]([N:25]2[CH2:30][CH2:29][CH2:28][CH2:27][CH2:26]2)=[CH:21][C:10]=1[C:11]([O:13]CC1C=CC=CC=1)=[O:12])C1C=CC=CC=1.CO.O1CCCC1, predict the reaction product. The product is: [OH:8][C:9]1[CH:24]=[CH:23][C:22]([N:25]2[CH2:30][CH2:29][CH2:28][CH2:27][CH2:26]2)=[CH:21][C:10]=1[C:11]([OH:13])=[O:12]. (3) Given the reactants [H-].[Na+].[F:3][C:4]1[CH:5]=[C:6]([C@@:11]2([CH3:22])[NH:20][C:19](=[O:21])[C:14]3([CH2:18][CH2:17][CH2:16][CH2:15]3)[NH:13][CH2:12]2)[CH:7]=[C:8]([F:10])[CH:9]=1.[CH2:23](Br)[C:24]#[CH:25], predict the reaction product. The product is: [F:3][C:4]1[CH:5]=[C:6]([C@@:11]2([CH3:22])[N:20]([CH2:25][C:24]#[CH:23])[C:19](=[O:21])[C:14]3([CH2:15][CH2:16][CH2:17][CH2:18]3)[NH:13][CH2:12]2)[CH:7]=[C:8]([F:10])[CH:9]=1. (4) Given the reactants [NH:1]1[CH2:5][CH2:4][CH2:3][CH2:2]1.C(N(CC)CC)C.[CH3:13][O:14][C:15]1[CH:16]=[C:17]([N:21]2[C:30]3[C:25](=[CH:26][C:27]([F:32])=[C:28](F)[CH:29]=3)[C:24](=[O:33])[N:23]([O:34][CH2:35][C:36]3[CH:41]=[CH:40][CH:39]=[CH:38][CH:37]=3)[C:22]2=[O:42])[CH:18]=[CH:19][CH:20]=1, predict the reaction product. The product is: [CH3:13][O:14][C:15]1[CH:16]=[C:17]([N:21]2[C:30]3[C:25](=[CH:26][C:27]([F:32])=[C:28]([N:1]4[CH2:5][CH2:4][CH2:3][CH2:2]4)[CH:29]=3)[C:24](=[O:33])[N:23]([O:34][CH2:35][C:36]3[CH:37]=[CH:38][CH:39]=[CH:40][CH:41]=3)[C:22]2=[O:42])[CH:18]=[CH:19][CH:20]=1. (5) Given the reactants [CH3:1][O:2][C:3]1[CH:55]=[CH:54][C:6]([C:7]([NH:20][C:21]2[N:29]=[CH:28][N:27]=[C:26]3[C:22]=2[N:23]=[CH:24][N:25]3[C@H:30]2[O:43][C@@H:42]([CH2:44][O:45]C(=O)C3C=CC=CC=3)[C@@H:32]([O:33]C(=O)C3C=CC=CC=3)[CH2:31]2)([C:14]2[CH:19]=[CH:18][CH:17]=[CH:16][CH:15]=2)[C:8]2[CH:13]=[CH:12][CH:11]=[CH:10][CH:9]=2)=[CH:5][CH:4]=1, predict the reaction product. The product is: [CH3:1][O:2][C:3]1[CH:4]=[CH:5][C:6]([C:7]([NH:20][C:21]2[N:29]=[CH:28][N:27]=[C:26]3[C:22]=2[N:23]=[CH:24][N:25]3[C@H:30]2[O:43][C@@H:42]([CH2:44][OH:45])[C@@H:32]([OH:33])[CH2:31]2)([C:14]2[CH:15]=[CH:16][CH:17]=[CH:18][CH:19]=2)[C:8]2[CH:9]=[CH:10][CH:11]=[CH:12][CH:13]=2)=[CH:54][CH:55]=1. (6) The product is: [CH2:14]([N:21]1[CH2:26][CH2:25][C:24]([C:2]2[CH:7]=[CH:6][CH:5]=[C:4]([Br:8])[CH:3]=2)([OH:27])[CH2:23][CH2:22]1)[C:15]1[CH:16]=[CH:17][CH:18]=[CH:19][CH:20]=1. Given the reactants Br[C:2]1[CH:7]=[CH:6][CH:5]=[C:4]([Br:8])[CH:3]=1.C([Li])CCC.[CH2:14]([N:21]1[CH2:26][CH2:25][C:24](=[O:27])[CH2:23][CH2:22]1)[C:15]1[CH:20]=[CH:19][CH:18]=[CH:17][CH:16]=1, predict the reaction product.